From a dataset of Catalyst prediction with 721,799 reactions and 888 catalyst types from USPTO. Predict which catalyst facilitates the given reaction. (1) Reactant: [CH3:1][C@:2]12[CH2:18][CH2:17][C@H:16]3[C@@H:7]([CH2:8][CH2:9][C:10]4[C@@H:15]3[CH2:14][CH2:13][C:12](=[O:19])[CH:11]=4)[C@@H:6]1[CH2:5][CH2:4][C:3]2=[O:20].C1(Cl)C(=O)C(Cl)=C(Cl)C(=O)C=1Cl.CCOC(C)=O.CCCCCC. Product: [CH3:1][C@:2]12[CH2:18][CH2:17][C@H:16]3[C@@H:7]([CH:8]=[CH:9][C:10]4[C@@H:15]3[CH2:14][CH2:13][C:12](=[O:19])[CH:11]=4)[C@@H:6]1[CH2:5][CH2:4][C:3]2=[O:20]. The catalyst class is: 8. (2) Reactant: [Si:1]([O:8][CH2:9][CH2:10][CH2:11][CH2:12][CH2:13][CH2:14][OH:15])([C:4]([CH3:7])([CH3:6])[CH3:5])([CH3:3])[CH3:2].C(N(CC)CC)C.[S:23](Cl)([CH3:26])(=[O:25])=[O:24].O. Product: [CH3:26][S:23]([O:15][CH2:14][CH2:13][CH2:12][CH2:11][CH2:10][CH2:9][O:8][Si:1]([C:4]([CH3:6])([CH3:7])[CH3:5])([CH3:3])[CH3:2])(=[O:25])=[O:24]. The catalyst class is: 28. (3) Reactant: [CH:1]([C:4]1[N:5]=[C:6]2[CH:11]=[C:10]([C:12]#[N:13])[CH:9]=[CH:8][N:7]2[CH:14]=1)([CH3:3])[CH3:2].Cl[S:16]([O:19][Si](C)(C)C)(=[O:18])=[O:17]. Product: [C:12]([C:10]1[CH:9]=[CH:8][N:7]2[C:14]([S:16]([OH:19])(=[O:18])=[O:17])=[C:4]([CH:1]([CH3:3])[CH3:2])[N:5]=[C:6]2[CH:11]=1)#[N:13]. The catalyst class is: 68. (4) Reactant: [Br:1][C:2]1[CH:3]=[C:4]([CH:7]=[CH:8][CH:9]=1)[CH:5]=[O:6].O[CH2:11][CH2:12][C:13]1[C:21]2[C:16](=[CH:17][CH:18]=[CH:19][CH:20]=2)[NH:15][CH:14]=1.FC(F)(F)C(O)=O. Product: [Br:1][C:2]1[CH:3]=[C:4]([CH:5]2[C:14]3[NH:15][C:16]4[C:21]([C:13]=3[CH2:12][CH2:11][O:6]2)=[CH:20][CH:19]=[CH:18][CH:17]=4)[CH:7]=[CH:8][CH:9]=1. The catalyst class is: 4. (5) Reactant: Cl.[C:2]([C:4]1[CH:5]=[C:6]([O:10][CH:11]2[CH2:16][CH2:15][NH:14][CH2:13][CH2:12]2)[CH:7]=[CH:8][CH:9]=1)#[N:3].C(N(C(C)C)CC)(C)C.[Cl:26][C:27]1[CH:32]=[C:31]([Cl:33])[CH:30]=[CH:29][C:28]=1[CH2:34][N:35]=[C:36]=[O:37]. Product: [Cl:26][C:27]1[CH:32]=[C:31]([Cl:33])[CH:30]=[CH:29][C:28]=1[CH2:34][NH:35][C:36]([N:14]1[CH2:15][CH2:16][CH:11]([O:10][C:6]2[CH:7]=[CH:8][CH:9]=[C:4]([C:2]#[N:3])[CH:5]=2)[CH2:12][CH2:13]1)=[O:37]. The catalyst class is: 4. (6) Reactant: C(OC([NH:11][CH:12]1[CH2:16][CH:15]([C:17]2[CH:22]=[CH:21][CH:20]=[CH:19][CH:18]=2)[CH:14]([CH2:23][N:24]2[CH2:29][CH2:28][CH:27]([CH2:30][CH2:31][CH2:32][C:33]3[CH:38]=[CH:37][CH:36]=[CH:35][CH:34]=3)[CH2:26][CH2:25]2)[CH2:13]1)=O)C1C=CC=CC=1. Product: [NH2:11][CH:12]1[CH2:16][CH:15]([C:17]2[CH:22]=[CH:21][CH:20]=[CH:19][CH:18]=2)[CH:14]([CH2:23][N:24]2[CH2:25][CH2:26][CH:27]([CH2:30][CH2:31][CH2:32][C:33]3[CH:34]=[CH:35][CH:36]=[CH:37][CH:38]=3)[CH2:28][CH2:29]2)[CH2:13]1. The catalyst class is: 19. (7) Reactant: C([O:3][C:4]([C:6]1[C:13]2[C:12]([CH3:15])([CH3:14])[O:11][C:10]([CH3:17])([CH3:16])[C:9]=2[S:8][C:7]=1[NH:18][C:19](=[O:21])[CH3:20])=[O:5])C.O. Product: [C:19]([NH:18][C:7]1[S:8][C:9]2[C:10]([CH3:16])([CH3:17])[O:11][C:12]([CH3:14])([CH3:15])[C:13]=2[C:6]=1[C:4]([OH:5])=[O:3])(=[O:21])[CH3:20]. The catalyst class is: 12. (8) Reactant: C(OC([N:8]1[CH2:13][CH2:12][CH:11]([N:14]([CH3:18])[CH2:15][CH2:16][CH3:17])[CH2:10][CH2:9]1)=O)(C)(C)C.Cl. Product: [CH3:18][N:14]([CH:11]1[CH2:10][CH2:9][NH:8][CH2:13][CH2:12]1)[CH2:15][CH2:16][CH3:17]. The catalyst class is: 25.